From a dataset of Reaction yield outcomes from USPTO patents with 853,638 reactions. Predict the reaction yield, written as a fraction of the theoretical maximum amount of product (1.0 means a 100% yield; for example, 0.34 means a 34% yield). (1) The reactants are [Br:1][C:2]1[C:3]([O:18][C:19]2[C:24]([CH3:25])=[CH:23][C:22]([C:26]#[N:27])=[CH:21][C:20]=2[CH3:28])=[N:4][C:5]([NH:9][C:10]2[CH:17]=[CH:16][C:13]([C:14]#[N:15])=[CH:12][CH:11]=2)=[N:6][C:7]=1Cl.[CH3:29][O:30][NH2:31].[OH-].[Na+]. The catalyst is O1CCCC1. The product is [Br:1][C:2]1[C:3]([O:18][C:19]2[C:24]([CH3:25])=[CH:23][C:22]([C:26]#[N:27])=[CH:21][C:20]=2[CH3:28])=[N:4][C:5]([NH:9][C:10]2[CH:17]=[CH:16][C:13]([C:14]#[N:15])=[CH:12][CH:11]=2)=[N:6][C:7]=1[NH:31][O:30][CH3:29]. The yield is 0.510. (2) The reactants are C([O:8][C:9]1[CH:13]=[C:12](/[CH:14]=[CH:15]/[C:16]([O:18][CH2:19][CH3:20])=[O:17])[N:11]([C:21]2[CH:26]=[CH:25][CH:24]=[CH:23][CH:22]=2)[N:10]=1)C1C=CC=CC=1. The catalyst is [C].[Pd].O1CCCC1. The product is [OH:8][C:9]1[CH:13]=[C:12]([CH2:14][CH2:15][C:16]([O:18][CH2:19][CH3:20])=[O:17])[N:11]([C:21]2[CH:22]=[CH:23][CH:24]=[CH:25][CH:26]=2)[N:10]=1. The yield is 0.890. (3) The product is [CH2:17]([O:10][C:7]1[CH:8]=[CH:9][C:2]([Br:1])=[C:3]([CH:6]=1)[CH:4]=[O:5])[C:18]1[CH:23]=[CH:22][CH:21]=[CH:20][CH:19]=1. The yield is 0.970. The catalyst is [I-].C([N+](CCCC)(CCCC)CCCC)CCC.CN(C)C=O.C(OCC)C. The reactants are [Br:1][C:2]1[CH:9]=[CH:8][C:7]([OH:10])=[CH:6][C:3]=1[CH:4]=[O:5].C(=O)([O-])[O-].[K+].[K+].[CH2:17](Br)[C:18]1[CH:23]=[CH:22][CH:21]=[CH:20][CH:19]=1. (4) The reactants are [CH2:1]1[O:4][C@H:2]1[CH3:3].[O-]S(C(F)(F)F)(=O)=O.[Ca+2].[O-]S(C(F)(F)F)(=O)=O.[CH2:22]([NH2:29])[C:23]1[CH:28]=[CH:27][CH:26]=[CH:25][CH:24]=1.[C:30](O[C:30]([O:32][C:33]([CH3:36])([CH3:35])[CH3:34])=[O:31])([O:32][C:33]([CH3:36])([CH3:35])[CH3:34])=[O:31]. The catalyst is C(#N)C.ClCCl.O.C(N(CC)CC)C. The product is [CH2:22]([N:29]([CH2:1][C@@H:2]([OH:4])[CH3:3])[C:30](=[O:31])[O:32][C:33]([CH3:34])([CH3:36])[CH3:35])[C:23]1[CH:28]=[CH:27][CH:26]=[CH:25][CH:24]=1. The yield is 0.620. (5) The reactants are [C:1]([CH:3]1[C:7](=[O:8])[CH2:6][N:5]([C:9]([O:11][C:12]([CH3:15])([CH3:14])[CH3:13])=[O:10])[CH2:4]1)#[N:2].[C:16]([O-])([O-])=O.[K+].[K+].CI. The catalyst is CC(C)=O. The product is [C:1]([C:3]1([CH3:16])[C:7](=[O:8])[CH2:6][N:5]([C:9]([O:11][C:12]([CH3:15])([CH3:14])[CH3:13])=[O:10])[CH2:4]1)#[N:2]. The yield is 0.550. (6) The reactants are Cl.[Cl:2][C:3]1[C:4]([F:29])=[C:5]([CH:26]=[CH:27][CH:28]=1)[NH:6][C:7]1[C:16]2[C:11](=[CH:12][C:13]([O:24][CH3:25])=[C:14]([O:17][CH2:18][C@@H:19]3[CH2:23][CH2:22][CH2:21][NH:20]3)[CH:15]=2)[N:10]=[CH:9][N:8]=1.[C:30](OC(=O)C)(=[O:32])[CH3:31]. The yield is 0.920. No catalyst specified. The product is [C:30]([N:20]1[CH2:21][CH2:22][CH2:23][C@H:19]1[CH2:18][O:17][C:14]1[CH:15]=[C:16]2[C:11](=[CH:12][C:13]=1[O:24][CH3:25])[N:10]=[CH:9][N:8]=[C:7]2[NH:6][C:5]1[CH:26]=[CH:27][CH:28]=[C:3]([Cl:2])[C:4]=1[F:29])(=[O:32])[CH3:31]. (7) The catalyst is C(N(CC)CC)C. The yield is 0.160. The product is [CH3:15][O:16][C:17]1[CH:18]=[CH:19][C:20]([C:23]2[C:36](=[O:37])[C:35]3[C:26](=[C:27]([O:38][CH2:39][CH2:40][CH3:41])[CH:28]=[C:29]4[C:34]=3[O:33][CH2:32][CH2:31][CH2:30]4)[N:25]([CH2:42][C:43]([NH:1][CH2:2][CH2:3][N:4]3[CH2:9][CH2:8][O:7][CH2:6][CH2:5]3)=[O:44])[CH:24]=2)=[CH:21][CH:22]=1. The reactants are [NH2:1][CH2:2][CH2:3][N:4]1[CH2:9][CH2:8][O:7][CH2:6][CH2:5]1.CN(C=O)C.[CH3:15][O:16][C:17]1[CH:22]=[CH:21][C:20]([C:23]2[C:36](=[O:37])[C:35]3[C:26](=[C:27]([O:38][CH2:39][CH2:40][CH3:41])[CH:28]=[C:29]4[C:34]=3[O:33][CH2:32][CH2:31][CH2:30]4)[N:25]([CH2:42][C:43](O)=[O:44])[CH:24]=2)=[CH:19][CH:18]=1.F[P-](F)(F)(F)(F)F.N1(OC(N(C)C)=[N+](C)C)C2N=CC=CC=2N=N1.